From a dataset of Full USPTO retrosynthesis dataset with 1.9M reactions from patents (1976-2016). Predict the reactants needed to synthesize the given product. (1) Given the product [CH3:27][CH:26]([S:28]([C:31]1[CH:32]=[C:33]2[C:38](=[CH:39][CH:40]=1)[N:37]=[C:36]([C:41]1[CH:46]=[CH:45][CH:44]=[C:43]([C:47]([F:50])([F:49])[F:48])[CH:42]=1)[C:35]([CH2:51][N:52]1[CH2:57][CH2:56][CH:55]([N:5]3[CH2:10][CH2:9][O:8][CH2:7][CH2:6]3)[CH:54]([CH3:59])[CH2:53]1)=[C:34]2[C:60]([NH:62][C@H:63]([C:68]1[CH:69]=[CH:70][CH:71]=[CH:72][CH:73]=1)[C:64]([F:67])([F:65])[F:66])=[O:61])(=[O:29])=[O:30])[CH3:25], predict the reactants needed to synthesize it. The reactants are: C(O)(=O)C.[NH:5]1[CH2:10][CH2:9][O:8][CH2:7][CH2:6]1.C(O[BH-](OC(=O)C)OC(=O)C)(=O)C.[Na+].[CH3:25][CH:26]([S:28]([C:31]1[CH:32]=[C:33]2[C:38](=[CH:39][CH:40]=1)[N:37]=[C:36]([C:41]1[CH:46]=[CH:45][CH:44]=[C:43]([C:47]([F:50])([F:49])[F:48])[CH:42]=1)[C:35]([CH2:51][N:52]1[CH2:57][CH2:56][C:55](=O)[CH:54]([CH3:59])[CH2:53]1)=[C:34]2[C:60]([NH:62][C@H:63]([C:68]1[CH:73]=[CH:72][CH:71]=[CH:70][CH:69]=1)[C:64]([F:67])([F:66])[F:65])=[O:61])(=[O:30])=[O:29])[CH3:27]. (2) Given the product [OH:28][C:29]1[CH:37]=[CH:36][C:35]([OH:38])=[CH:34][C:30]=1[C:31]([OH:33])=[O:32].[CH:1]1[C:10]2[C:5](=[C:6]([NH:11][C@@H:12]3[CH2:16][CH2:15][N:14]([CH2:17][C:18]4[CH:19]=[C:20]([CH:25]=[CH:26][CH:27]=4)[O:21][CH2:22][CH2:23][OH:24])[CH2:13]3)[CH:7]=[CH:8][CH:9]=2)[CH:4]=[CH:3][N:2]=1, predict the reactants needed to synthesize it. The reactants are: [CH:1]1[C:10]2[C:5](=[C:6]([NH:11][C@@H:12]3[CH2:16][CH2:15][N:14]([CH2:17][C:18]4[CH:19]=[C:20]([CH:25]=[CH:26][CH:27]=4)[O:21][CH2:22][CH2:23][OH:24])[CH2:13]3)[CH:7]=[CH:8][CH:9]=2)[CH:4]=[CH:3][N:2]=1.[OH:28][C:29]1[CH:37]=[CH:36][C:35]([OH:38])=[CH:34][C:30]=1[C:31]([OH:33])=[O:32].